Predict the reaction yield, written as a fraction of the theoretical maximum amount of product (1.0 means a 100% yield; for example, 0.34 means a 34% yield). From a dataset of Reaction yield outcomes from USPTO patents with 853,638 reactions. The reactants are [Cl:1][C:2]1[CH:7]=[CH:6][C:5]([C:8]2[CH:13]=[C:12](O)[N:11]3[N:15]=[CH:16][C:17](C([O-])=O)=[C:10]3[N:9]=2)=[CH:4][CH:3]=1.P(Cl)(Cl)([Cl:23])=O.CN(C)C1C=CC=CC=1. No catalyst specified. The product is [Cl:23][C:12]1[N:11]2[N:15]=[CH:16][CH:17]=[C:10]2[N:9]=[C:8]([C:5]2[CH:6]=[CH:7][C:2]([Cl:1])=[CH:3][CH:4]=2)[CH:13]=1. The yield is 0.670.